This data is from CYP2D6 inhibition data for predicting drug metabolism from PubChem BioAssay. The task is: Regression/Classification. Given a drug SMILES string, predict its absorption, distribution, metabolism, or excretion properties. Task type varies by dataset: regression for continuous measurements (e.g., permeability, clearance, half-life) or binary classification for categorical outcomes (e.g., BBB penetration, CYP inhibition). Dataset: cyp2d6_veith. (1) The compound is Cc1nc(NC(N)=S)sc1C(=O)Nc1ccccc1. The result is 0 (non-inhibitor). (2) The compound is O=C(NN=c1c(=O)c2ccccc2c1=O)c1ccccc1. The result is 1 (inhibitor). (3) The drug is O=C(Nc1cccc(F)c1)N1CCCC2(CCN(C(=O)Oc3ccccc3)CC2)C1. The result is 0 (non-inhibitor). (4) The compound is O=C(O)[C@@H](O)c1ccc(F)cc1. The result is 0 (non-inhibitor). (5) The drug is O=[N+]([O-])c1ccc(NN=C2c3ccccc3Cc3ccccc32)c([N+](=O)[O-])c1. The result is 0 (non-inhibitor). (6) The compound is C=CC[C@@H]1C=C[C@@H](O/N=C\[C@@H](NS(=O)(=O)c2ccc(C)cc2)[C@H](C)/C=C\CC(=O)OC)[C@@H](CO)O1. The result is 0 (non-inhibitor). (7) The compound is O=C(O)/C=C/c1cn(-c2ncc(C(F)(F)F)cc2Cl)c2ccccc12. The result is 0 (non-inhibitor). (8) The drug is COc1ccc(NC(=O)N2CCCC3(CCN(C(=O)c4c(C)noc4C)CC3)C2)cc1. The result is 1 (inhibitor). (9) The result is 0 (non-inhibitor). The compound is Cc1cc2[nH]c(=O)c3ccccc3n2n1. (10) The compound is CCOc1ccccc1Oc1c(C)oc2cc(OC(=O)c3ccco3)ccc2c1=O. The result is 0 (non-inhibitor).